This data is from Reaction yield outcomes from USPTO patents with 853,638 reactions. The task is: Predict the reaction yield, written as a fraction of the theoretical maximum amount of product (1.0 means a 100% yield; for example, 0.34 means a 34% yield). The reactants are [O:1]1[C:5]2([CH2:10][CH2:9][CH:8]([NH:11][C:12]3[NH:16][N:15]=[CH:14][CH:13]=3)[CH2:7][CH2:6]2)[O:4][CH2:3][CH2:2]1.N12CCCN=C1CCCCC2.[C:28]([C:30]1[CH:35]=[CH:34][CH:33]=[CH:32][C:31]=1[C:36]1[CH:41]=[CH:40][C:39]([CH2:42][CH:43]([C:49](=O)[CH2:50][CH2:51][CH3:52])[C:44](OCC)=[O:45])=[C:38]([F:54])[CH:37]=1)#[N:29].C(OCC)(=O)C. The catalyst is CCN(C1C=CC=CC=1)CC.O. The product is [O:4]1[C:5]2([CH2:6][CH2:7][CH:8]([N:11]3[C:44](=[O:45])[C:43]([CH2:42][C:39]4[CH:40]=[CH:41][C:36]([C:31]5[C:30]([C:28]#[N:29])=[CH:35][CH:34]=[CH:33][CH:32]=5)=[CH:37][C:38]=4[F:54])=[C:49]([CH2:50][CH2:51][CH3:52])[N:16]4[N:15]=[CH:14][CH:13]=[C:12]34)[CH2:9][CH2:10]2)[O:1][CH2:2][CH2:3]1. The yield is 0.750.